Task: Predict the reactants needed to synthesize the given product.. Dataset: Full USPTO retrosynthesis dataset with 1.9M reactions from patents (1976-2016) (1) Given the product [Br:19][C:20]1[CH:21]=[C:22]2[C:26](=[CH:27][CH:28]=1)[N:25]([C:29]([C:31]1[N:32]=[CH:33][N:34]=[C:35]([N:3]3[CH2:4][CH2:5][CH:6]([N:9]4[C:17]5[C:12](=[N:13][CH:14]=[CH:15][CH:16]=5)[NH:11][C:10]4=[O:18])[CH2:7][CH2:8]3)[CH:36]=1)=[O:30])[CH2:24][CH2:23]2, predict the reactants needed to synthesize it. The reactants are: Cl.Cl.[NH:3]1[CH2:8][CH2:7][CH:6]([N:9]2[C:17]3[C:12](=[N:13][CH:14]=[CH:15][CH:16]=3)[NH:11][C:10]2=[O:18])[CH2:5][CH2:4]1.[Br:19][C:20]1[CH:21]=[C:22]2[C:26](=[CH:27][CH:28]=1)[N:25]([C:29]([C:31]1[CH:36]=[C:35](Cl)[N:34]=[CH:33][N:32]=1)=[O:30])[CH2:24][CH2:23]2.CCN(C(C)C)C(C)C. (2) Given the product [OH:6][CH:3]([CH2:4][OH:5])[CH2:2][NH:1][C:20]([NH:19][CH2:7][CH2:8][CH2:9][CH2:10][CH2:11][CH2:12][CH2:13][CH2:14][CH2:15][CH2:16][CH2:17][CH3:18])=[O:21], predict the reactants needed to synthesize it. The reactants are: [NH2:1][CH2:2][CH:3]([OH:6])[CH2:4][OH:5].[CH2:7]([NH:19][C:20](N1C=CN=C1)=[O:21])[CH2:8][CH2:9][CH2:10][CH2:11][CH2:12][CH2:13][CH2:14][CH2:15][CH2:16][CH2:17][CH3:18]. (3) The reactants are: [C:1]([O:9][CH:10]1[CH2:16][CH2:15][CH:14]2[CH:11]1[CH2:12][C:13]2=[O:17])(=[O:8])[C:2]1[CH:7]=[CH:6][CH:5]=[CH:4][CH:3]=1.C1(C)C=C(C)C=C(C)C=1S(O[NH2:30])(=O)=O. Given the product [C:1]([O:9][CH:10]1[CH:11]2[CH:14]([C:13](=[O:17])[NH:30][CH2:12]2)[CH2:15][CH2:16]1)(=[O:8])[C:2]1[CH:7]=[CH:6][CH:5]=[CH:4][CH:3]=1.[C:1]([O:9][CH:10]1[CH:11]2[CH:14]([NH:30][C:13](=[O:17])[CH2:12]2)[CH2:15][CH2:16]1)(=[O:8])[C:2]1[CH:7]=[CH:6][CH:5]=[CH:4][CH:3]=1, predict the reactants needed to synthesize it.